Dataset: TCR-epitope binding with 47,182 pairs between 192 epitopes and 23,139 TCRs. Task: Binary Classification. Given a T-cell receptor sequence (or CDR3 region) and an epitope sequence, predict whether binding occurs between them. (1) The epitope is RLFRKSNLK. The TCR CDR3 sequence is CAISQNLGNEQFF. Result: 1 (the TCR binds to the epitope). (2) The epitope is KTWGQYWQV. The TCR CDR3 sequence is CASSRGAFYNEQFF. Result: 0 (the TCR does not bind to the epitope). (3) The epitope is YLQPRTFLL. The TCR CDR3 sequence is CASGEGNTGELFF. Result: 1 (the TCR binds to the epitope). (4) The epitope is KLNVGDYFV. The TCR CDR3 sequence is CASIEQGALTNEQFF. Result: 0 (the TCR does not bind to the epitope). (5) The epitope is GMFNMLSTVLGVS. The TCR CDR3 sequence is CASSETRANIQYF. Result: 0 (the TCR does not bind to the epitope).